This data is from Reaction yield outcomes from USPTO patents with 853,638 reactions. The task is: Predict the reaction yield, written as a fraction of the theoretical maximum amount of product (1.0 means a 100% yield; for example, 0.34 means a 34% yield). (1) The reactants are I[C:2]1[CH:3]=[CH:4][C:5]([O:11][CH3:12])=[C:6]([CH:10]=1)[C:7]([NH2:9])=[O:8].CC1(C)C(C)(C)OB([C:21]2[CH:22]=[C:23]3[C:28](=[CH:29][CH:30]=2)[CH:27]=[C:26]([NH:31][C:32]([C:34]2[CH:38]=[CH:37][S:36][CH:35]=2)=[O:33])[CH:25]=[CH:24]3)O1.C([O-])([O-])=O.[K+].[K+].O1CCOCC1. The catalyst is [Pd].O. The product is [C:7]([C:6]1[CH:10]=[C:2]([C:21]2[CH:22]=[C:23]3[C:28](=[CH:29][CH:30]=2)[CH:27]=[C:26]([NH:31][C:32]([C:34]2[CH:38]=[CH:37][S:36][CH:35]=2)=[O:33])[CH:25]=[CH:24]3)[CH:3]=[CH:4][C:5]=1[O:11][CH3:12])(=[O:8])[NH2:9]. The yield is 0.150. (2) The reactants are Cl[C:2]1[CH:3]=[C:4]([CH:22]=[CH:23][N:24]=1)[C:5]([NH:7][C:8]1[S:9][CH:10]=[C:11]([C:13]2[C:18]([CH3:19])=[CH:17][C:16]([CH3:20])=[CH:15][C:14]=2[CH3:21])[N:12]=1)=[O:6].[NH:25]1[CH2:30][CH2:29][O:28][CH2:27][CH2:26]1.O. The catalyst is CN1CCCC1=O. The product is [C:14]1([CH3:21])[CH:15]=[C:16]([CH3:20])[CH:17]=[C:18]([CH3:19])[C:13]=1[C:11]1[N:12]=[C:8]([NH:7][C:5](=[O:6])[C:4]2[CH:22]=[CH:23][N:24]=[C:2]([N:25]3[CH2:30][CH2:29][O:28][CH2:27][CH2:26]3)[CH:3]=2)[S:9][CH:10]=1. The yield is 0.630. (3) The reactants are [C:1]([O:5][C:6]([N:8]1[CH2:12][CH2:11][C@H:10]([NH:13][C:14]2[C:22]3[C:17](=[N:18][CH:19]=[CH:20][C:21]=3[O:23][C:24]3[CH:32]=[CH:31][C:27]([C:28](O)=[O:29])=[CH:26][CH:25]=3)[N:16]([CH2:33][C:34]3[CH:39]=[CH:38][C:37]([O:40][CH3:41])=[CH:36][CH:35]=3)[N:15]=2)[CH2:9]1)=[O:7])([CH3:4])([CH3:3])[CH3:2].[CH:42]([C:45]1[CH:50]=[CH:49][N:48]=[C:47]([NH2:51])[CH:46]=1)([CH3:44])[CH3:43]. No catalyst specified. The product is [CH:42]([C:45]1[CH:50]=[CH:49][N:48]=[C:47]([NH:51][C:28]([C:27]2[CH:31]=[CH:32][C:24]([O:23][C:21]3[CH:20]=[CH:19][N:18]=[C:17]4[N:16]([CH2:33][C:34]5[CH:35]=[CH:36][C:37]([O:40][CH3:41])=[CH:38][CH:39]=5)[N:15]=[C:14]([NH:13][C@H:10]5[CH2:11][CH2:12][N:8]([C:6]([O:5][C:1]([CH3:4])([CH3:3])[CH3:2])=[O:7])[CH2:9]5)[C:22]=34)=[CH:25][CH:26]=2)=[O:29])[CH:46]=1)([CH3:44])[CH3:43]. The yield is 0.990.